From a dataset of Retrosynthesis with 50K atom-mapped reactions and 10 reaction types from USPTO. Predict the reactants needed to synthesize the given product. (1) Given the product C#CC#CCC/C=C/C=C/C(=O)NCCc1ccccc1, predict the reactants needed to synthesize it. The reactants are: C#CC#CCC/C=C/C=C/C(=O)O.NCCc1ccccc1. (2) Given the product Nc1nc2c(s1)CC(N)CC2, predict the reactants needed to synthesize it. The reactants are: Nc1nc2c(s1)CC(N1C(=O)c3ccccc3C1=O)CC2. (3) Given the product C=CCC(=O)NCC(CO)c1cccc2ccc(OC)cc12, predict the reactants needed to synthesize it. The reactants are: C=CCC(=O)O.COc1ccc2cccc(C(CN)CO)c2c1. (4) Given the product Cc1nn(-c2ccc(F)cc2)c2c1N(C(=O)Cn1nc(C(F)(F)F)c(Cl)c1C)CCC2, predict the reactants needed to synthesize it. The reactants are: Cc1c(Cl)c(C(F)(F)F)nn1CC(=O)O.Cc1nn(-c2ccc(F)cc2)c2c1NCCC2. (5) Given the product COc1ccc(S(=O)(=O)c2ccc3oc4c(c3c2)CNCC4)cc1, predict the reactants needed to synthesize it. The reactants are: COc1ccc(S(=O)(=O)c2ccc3oc4c(c3c2)CN(C(=O)OC(C)(C)C)CC4)cc1.